Dataset: Catalyst prediction with 721,799 reactions and 888 catalyst types from USPTO. Task: Predict which catalyst facilitates the given reaction. (1) Reactant: [CH3:1][O:2][C:3]1[CH:4]=[C:5]2[C:9](=[CH:10][C:11]=1[N+:12]([O-:14])=[O:13])[NH:8][CH2:7][CH2:6]2.Br[CH2:16][C:17](Cl)=[O:18].C([O-])([O-])=O.[K+].[K+].[NH:26]([CH2:29][CH3:30])[CH2:27][CH3:28]. Product: [CH2:27]([N:26]([CH2:29][CH3:30])[CH2:16][C:17]([N:8]1[C:9]2[C:5](=[CH:4][C:3]([O:2][CH3:1])=[C:11]([N+:12]([O-:14])=[O:13])[CH:10]=2)[CH2:6][CH2:7]1)=[O:18])[CH3:28]. The catalyst class is: 49. (2) Reactant: [CH3:1][O:2][C:3](=[O:40])[C:4]1[CH:9]=[CH:8][C:7]([S:10](=[O:39])(=[O:38])[NH:11][C:12]2[C:13]([O:36][CH3:37])=[N:14][C:15]([O:18][CH2:19][C:20]3[C:21]([C:28]4[C:33]([Cl:34])=[CH:32][CH:31]=[CH:30][C:29]=4[Cl:35])=[N:22][O:23][C:24]=3[CH:25]([CH3:27])[CH3:26])=[CH:16][CH:17]=2)=[CH:6][CH:5]=1.[H-].[Na+].[CH3:43]I.[OH-].[Na+]. Product: [CH3:1][O:2][C:3](=[O:40])[C:4]1[CH:9]=[CH:8][C:7]([S:10](=[O:39])(=[O:38])[N:11]([C:12]2[C:13]([O:36][CH3:37])=[N:14][C:15]([O:18][CH2:19][C:20]3[C:21]([C:28]4[C:29]([Cl:35])=[CH:30][CH:31]=[CH:32][C:33]=4[Cl:34])=[N:22][O:23][C:24]=3[CH:25]([CH3:27])[CH3:26])=[CH:16][CH:17]=2)[CH3:43])=[CH:6][CH:5]=1. The catalyst class is: 278. (3) Reactant: [CH3:1][O:2][N:3]([CH3:14])[C:4](=[O:13])/[CH:5]=[CH:6]/[C:7]1[CH:12]=[CH:11][N:10]=[CH:9][CH:8]=1.[C:15]([OH:18])(=[O:17])C. Product: [CH3:1][O:2][N:3]([CH3:14])[C:4](=[O:13])[CH2:5][CH2:6][CH:7]1[CH2:8][CH2:9][N:10]([C:15]([O:18][C:7]([CH3:12])([CH3:8])[CH3:6])=[O:17])[CH2:11][CH2:12]1. The catalyst class is: 847. (4) Reactant: [Br:1][C:2]1[CH:3]=[C:4]2[C:13]3([CH2:17][O:16][C:15]([NH2:18])=[N:14]3)[C:10]3([CH2:12][CH2:11]3)[C:9]([CH3:20])([CH3:19])[O:8][C:5]2=[CH:6][CH:7]=1.O.C([C@](C(O)=O)(O)[C@](C(=O)C1C=CC=CC=1)(O)C(O)=O)(=O)C1C=CC=CC=1. Product: [Br:1][C:2]1[CH:3]=[C:4]2[C@@:13]3([CH2:17][O:16][C:15]([NH2:18])=[N:14]3)[C:10]3([CH2:12][CH2:11]3)[C:9]([CH3:20])([CH3:19])[O:8][C:5]2=[CH:6][CH:7]=1. The catalyst class is: 5. (5) Reactant: [CH:1]1([C@H:7]2[N:12]3[CH:13]=[CH:14][C:15]4[CH:16]=[CH:17][CH:18]=[C:10]([C:11]=43)[O:9][CH2:8]2)[CH2:6][CH2:5][CH2:4][CH2:3][CH2:2]1.[F:19][C:20]([F:31])([F:30])[C:21](O[C:21](=[O:22])[C:20]([F:31])([F:30])[F:19])=[O:22]. Product: [CH:1]1([C@H:7]2[N:12]3[CH:13]=[C:14]([C:21]([C:20]([F:31])([F:30])[F:19])=[O:22])[C:15]4[CH:16]=[CH:17][CH:18]=[C:10]([C:11]=43)[O:9][CH2:8]2)[CH2:2][CH2:3][CH2:4][CH2:5][CH2:6]1. The catalyst class is: 9.